Dataset: Reaction yield outcomes from USPTO patents with 853,638 reactions. Task: Predict the reaction yield, written as a fraction of the theoretical maximum amount of product (1.0 means a 100% yield; for example, 0.34 means a 34% yield). (1) The reactants are Cl[C:2]1[N:6]([CH2:7][CH2:8][CH2:9][C:10]([O:12][CH2:13][CH3:14])=[O:11])[C:5]2[C:15]([CH:20]([CH2:23][CH3:24])[CH2:21][CH3:22])=[CH:16][CH:17]=[C:18]([Cl:19])[C:4]=2[N:3]=1.[CH3:25][N:26]([CH3:35])[C:27]1[CH:32]=[C:31]([CH3:33])[C:30]([NH2:34])=[CH:29][N:28]=1.O.C1(C)C=CC(S(O)(=O)=O)=CC=1.C(=O)(O)[O-].[Na+]. The catalyst is CN1CCCC1=O. The product is [Cl:19][C:18]1[C:4]2[N:3]=[C:2]([NH:34][C:30]3[CH:29]=[N:28][C:27]([N:26]([CH3:25])[CH3:35])=[CH:32][C:31]=3[CH3:33])[N:6]([CH2:7][CH2:8][CH2:9][C:10]([O:12][CH2:13][CH3:14])=[O:11])[C:5]=2[C:15]([CH:20]([CH2:23][CH3:24])[CH2:21][CH3:22])=[CH:16][CH:17]=1. The yield is 0.430. (2) The reactants are [C:1](Cl)(=[O:3])[CH3:2].[N+:5]([C:8]1[CH:9]=[CH:10][C:11]2[CH2:17][CH2:16][CH2:15][CH2:14][NH:13][C:12]=2[CH:18]=1)([O-:7])=[O:6].C([O-])(O)=O.[Na+]. The catalyst is C(Cl)Cl. The product is [N+:5]([C:8]1[CH:9]=[CH:10][C:11]2[CH2:17][CH2:16][CH2:15][CH2:14][N:13]([C:1](=[O:3])[CH3:2])[C:12]=2[CH:18]=1)([O-:7])=[O:6]. The yield is 0.800. (3) The reactants are CC(C)([O-])C.[K+].[Cl:7][C:8]1[CH:9]=[C:10]([SH:14])[CH:11]=[CH:12][CH:13]=1.[CH2:15]([N:22]1[CH2:27][CH2:26][CH:25]([NH:28][C:29](=[O:32])[CH2:30]Cl)[CH2:24][CH2:23]1)[C:16]1[CH:21]=[CH:20][CH:19]=[CH:18][CH:17]=1. The catalyst is C1COCC1. The product is [CH2:15]([N:22]1[CH2:23][CH2:24][CH:25]([NH:28][C:29](=[O:32])[CH2:30][S:14][C:10]2[CH:11]=[CH:12][CH:13]=[C:8]([Cl:7])[CH:9]=2)[CH2:26][CH2:27]1)[C:16]1[CH:17]=[CH:18][CH:19]=[CH:20][CH:21]=1. The yield is 0.570. (4) The reactants are [F:1][C:2]1[CH:7]=[CH:6][C:5]([C@:8]2([CH2:31]C(OC)=O)[O:13][C:12](=[O:14])[N:11]([C@H:15]([C:17]3[CH:22]=[CH:21][C:20](C4C=CC(=O)N(C)C=4)=[CH:19][CH:18]=3)[CH3:16])[CH2:10][CH2:9]2)=[CH:4][CH:3]=1.C([Mg][Br:39])C.[CH2:40]1[CH2:44][O:43]C[CH2:41]1. The catalyst is C(O[Ti](OC(C)C)(OC(C)C)OC(C)C)(C)C. The product is [Br:39][C:20]1[CH:21]=[CH:22][C:17]([C@@H:15]([N:11]2[CH2:10][CH2:9][C@@:8]([C:5]3[CH:6]=[CH:7][C:2]([F:1])=[CH:3][CH:4]=3)([CH2:31][C:44]3([OH:43])[CH2:41][CH2:40]3)[O:13][C:12]2=[O:14])[CH3:16])=[CH:18][CH:19]=1. The yield is 0.0200. (5) The reactants are [N+:1]([C:4]1[CH:9]=[CH:8][CH:7]=[CH:6][C:5]=1[C:10]1[N:11]=[C:12]2[CH:17]=[CH:16][CH:15]=[CH:14][N:13]2[CH:18]=1)([O-])=O.C(O)C.Cl. The yield is 1.00. The product is [N:11]1[C:10]([C:5]2[CH:6]=[CH:7][CH:8]=[CH:9][C:4]=2[NH2:1])=[CH:18][N:13]2[CH2:14][CH2:15][CH2:16][CH2:17][C:12]=12. The catalyst is [Pd].O.